Task: Regression. Given a peptide amino acid sequence and an MHC pseudo amino acid sequence, predict their binding affinity value. This is MHC class II binding data.. Dataset: Peptide-MHC class II binding affinity with 134,281 pairs from IEDB The peptide sequence is HCNEMSWIQSIPFVH. The MHC is HLA-DPA10201-DPB10101 with pseudo-sequence HLA-DPA10201-DPB10101. The binding affinity (normalized) is 0.226.